Dataset: Full USPTO retrosynthesis dataset with 1.9M reactions from patents (1976-2016). Task: Predict the reactants needed to synthesize the given product. (1) Given the product [C:68]([O:67][C@@H:61]([C:52]1[C:51]([CH3:72])=[CH:50][C:48]2[N:49]=[C:45]([C:2]3[CH:3]=[C:4]([C:8]4[CH:9]=[C:10]5[C:14](=[CH:15][CH:16]=4)[N:13]([CH3:17])[N:12]=[CH:11]5)[N:5]=[N:6][CH:7]=3)[S:46][C:47]=2[C:53]=1[C:54]1[CH:55]=[CH:56][C:57]([Cl:60])=[CH:58][CH:59]=1)[C:62]([O:64][CH2:65][CH3:66])=[O:63])([CH3:69])([CH3:70])[CH3:71], predict the reactants needed to synthesize it. The reactants are: Cl[C:2]1[CH:3]=[C:4]([C:8]2[CH:9]=[C:10]3[C:14](=[CH:15][CH:16]=2)[N:13]([CH3:17])[N:12]=[CH:11]3)[N:5]=[N:6][CH:7]=1.B1(B2OC(C)(C)C(C)(C)O2)OC(C)(C)C(C)(C)O1.ClCCl.C([O-])(=O)C.[K+].Br[C:45]1[S:46][C:47]2[C:53]([C:54]3[CH:59]=[CH:58][C:57]([Cl:60])=[CH:56][CH:55]=3)=[C:52]([C@H:61]([O:67][C:68]([CH3:71])([CH3:70])[CH3:69])[C:62]([O:64][CH2:65][CH3:66])=[O:63])[C:51]([CH3:72])=[CH:50][C:48]=2[N:49]=1.C([O-])([O-])=O.[K+].[K+]. (2) The reactants are: [Br:1]CC[C:4]12[CH2:10][CH:7]([CH2:8][CH2:9]1)[CH:6]=[CH:5]2.[CH3:11][N:12]([CH3:14])[CH3:13].O1[CH2:19][CH2:18]CC1. Given the product [Br-:1].[CH:4]12[CH2:10][CH:7]([CH:6]=[CH:5]1)[CH2:8][CH:9]2[CH2:18][CH2:19][N+:12]([CH3:14])([CH3:13])[CH3:11], predict the reactants needed to synthesize it. (3) Given the product [CH3:23][N:4]1[CH:5]2[CH:10]([CH2:9][CH2:8][CH2:7][CH2:6]2)[N:1]([C:11]([O:13][CH2:14][C:15]2[CH:20]=[CH:19][CH:18]=[CH:17][CH:16]=2)=[O:12])[CH2:2][CH2:3]1, predict the reactants needed to synthesize it. The reactants are: [N:1]1([C:11]([O:13][CH2:14][C:15]2[CH:20]=[CH:19][CH:18]=[CH:17][CH:16]=2)=[O:12])[CH:10]2[CH:5]([CH2:6][CH2:7][CH2:8][CH2:9]2)[NH:4][CH2:3][CH2:2]1.C=O.[C:23](O[BH-](OC(=O)C)OC(=O)C)(=O)C.[Na+].